Dataset: Drug-target binding data from BindingDB using IC50 measurements. Task: Regression. Given a target protein amino acid sequence and a drug SMILES string, predict the binding affinity score between them. We predict pIC50 (pIC50 = -log10(IC50 in M); higher means more potent). Dataset: bindingdb_ic50. (1) The small molecule is CCN1C(=O)c2c(nc(Br)n2Cc2ccc(O)cc2)N2C[C@@H](Cc3ccccc3)N=C12. The target protein (Q9HCR9) has sequence MAASRLDFGEVETFLDRHPELFEDYLMRKGKQEMVEKWLQRHSQGQGALGPRPSLAGTSSLAHSTCRGGSSVGGGTGPNGSAHSQPLPGGGDCGGVPLSPSWAGGSRGDGNLQRRASQKELRKSFARSKAIHVNRTYDEQVTSRAQEPLSSVRRRALLRKASSLPPTTAHILSALLESRVNLPRYPPTAIDYKCHLKKHNERQFFLELVKDISNDLDLTSLSYKILIFVCLMVDADRCSLFLVEGAAAGKKTLVSKFFDVHAGTPLLPCSSTENSNEVQVPWGKGIIGYVGEHGETVNIPDAYQDRRFNDEIDKLTGYKTKSLLCMPIRSSDGEIIGVAQAINKIPEGAPFTEDDEKVMQMYLPFCGIAISNAQLFAASRKEYERSRALLEVVNDLFEEQTDLEKIVKKIMHRAQTLLKCERCSVLLLEDIESPVVKFTKSFELMSPKCSADAENSFKESMEKSSYSDWLINNSIAELVASTGLPVNISDAYQDPRFDAE.... The pIC50 is 6.3. (2) The small molecule is Cc1cc(N=NCc2ccc(C#N)cc2)c2cc3c(cc2n1)OCO3. The target protein sequence is MMLNKKVVALCTLTLHLFCIFLCLGKEVRSEENGKIQDDAKKIVSELRFLEKVEDVIEKSNIGGNEVDADENSFNPDTEVPIEEIEEIKMRELKDVKEEKNKNDNHNNNNNNNNISSSSSSSSNTFGEEKEEVSKKKKKLRLIVSENHATTPSFFQESLLEPDVLSFLESKGNLSNLKNINSMIIELKEDTTDDELISYIKILEEKGALIESDKLVSADNIDISGIKDAIRRGEENIDVNDYKSMLEVENDAEDYDKMFGMFNESHAATSKRKRHSTNERGYDTFSSPSYKTYSKSDYLYDDDNNNNNYYYSHSSNGHNSSSRNSSSSRSRPGKYHFNDEFRNLQWGLDLSRLDETQELINEHQVMSTRICVIDSGIDYNHPDLKDNIELNLKELHGRKGFDDDNNGIVDDIYGANFVNNSGNPMDDNYHGTHVSGIISAIGNNNIGVVGVDVNSKLIICKALDEHKLGRLGDMFKCLDYCISRNAHMINGSFSFDEYSG.... The pIC50 is 4.4. (3) The compound is O=C(NCc1ccncc1)c1cnc(Oc2ccc3c(c2Cl)CCC(c2ccccc2)O3)s1. The target protein (P32418) has sequence MYNMRRLSLSPTFSMGFHLLVTVSLLFSHVDHVIAETEMEGEGNETGECTGSYYCKKGVILPIWEPQDPSFGDKIARATVYFVAMVYMFLGVSIIADRFMSSIEVITSQEKEITIKKPNGETTKTTVRIWNETVSNLTLMALGSSAPEILLSVIEVCGHNFTAGDLGPSTIVGSAAFNMFIIIALCVYVVPDGETRKIKHLRVFFVTAAWSIFAYTWLYIILSVISPGVVEVWEGLLTFFFFPICVVFAWVADRRLLFYKYVYKRYRAGKQRGMIIEHEGDRPSSKTEIEMDGKVVNSHVENFLDGALVLEVDERDQDDEEARREMARILKELKQKHPDKEIEQLIELANYQVLSQQQKSRAFYRIQATRLMTGAGNILKRHAADQARKAVSMHEVNTEVTENDPVSKIFFEQGTYQCLENCGTVALTIIRRGGDLTNTVFVDFRTEDGTANAGSDYEFTEGTVVFKPGDTQKEIRVGIIDDDIFEEDENFLVHLSNVKV.... The pIC50 is 5.9. (4) The small molecule is Cc1c(-c2[nH]c3ccc(C4CCN(C(=O)NCC5CCCCN5)CC4)cc3c2C(C)C)cn2ncnc2c1C. The target protein (Q9NR97) has sequence MENMFLQSSMLTCIFLLISGSCELCAEENFSRSYPCDEKKQNDSVIAECSNRRLQEVPQTVGKYVTELDLSDNFITHITNESFQGLQNLTKINLNHNPNVQHQNGNPGIQSNGLNITDGAFLNLKNLRELLLEDNQLPQIPSGLPESLTELSLIQNNIYNITKEGISRLINLKNLYLAWNCYFNKVCEKTNIEDGVFETLTNLELLSLSFNSLSHVPPKLPSSLRKLFLSNTQIKYISEEDFKGLINLTLLDLSGNCPRCFNAPFPCVPCDGGASINIDRFAFQNLTQLRYLNLSSTSLRKINAAWFKNMPHLKVLDLEFNYLVGEIASGAFLTMLPRLEILDLSFNYIKGSYPQHINISRNFSKLLSLRALHLRGYVFQELREDDFQPLMQLPNLSTINLGINFIKQIDFKLFQNFSNLEIIYLSENRISPLVKDTRQSYANSSSFQRHIRKRRSTDFEFDPHSNFYHFTRPLIKPQCAAYGKALDLSLNSIFFIGPNQ.... The pIC50 is 7.5. (5) The small molecule is Cc1noc(C)c1-c1ccc2c(c1)C(c1ccccc1)(N1CCC[C@H](N)C1)C(=O)N2. The target protein sequence is MSTATTVAPAGIPATPGPVNPPPPEVSNPSKPGRKTNQLQYMQNVVVKTLWKHQFAWPFYQPVDAIKLNLPDYHKIIKNPMDMGTIKKRLENNYYWSASECMQDFNTMFTNCYIYNKPTDDIVLMAQALEKIFLQKVAQMPQEEVELLPPAPKGKGRKPAAGAQSAGTQQVAAVSSVSPATPFQSVPPTVSQTPVIAATPVPTITANVTSVPVPPAAAPPPPATPIVPVVPPTPPVVKKKGVKRKADTTTPTTSAITASRSESPPPLSDPKQAKVVARRESGGRPIKPPKKDLEDGEVPQHAGKKGKLSEHLRYCDSILREMLSKKHAAYAWPFYKPVDAEALELHDYHDIIKHPMDLSTVKRKMDGREYPDAQGFAADVRLMFSNCYKYNPPDHEVVAMARKLQDVFEMRFAKMPDEPVEAPALPAPAAPMVSK. The pIC50 is 8.3. (6) The drug is Nc1ccc(C(=O)OCc2nc3cc4ccccc4cc3[nH]2)cc1. The target protein sequence is MRILQRALTFEDVLMVPRKSSVLPKDVSLKSRLTKNIRLNIPFISAAMDTVTEHKTAIAMARLGGIGIVHKNMDIQTQVKEITKVKKSESGVINDPIFIHAHKTLADAKVITDNYKISGVPVVDDKGLLIGILTNRDVRFETDLSKKVGDVMTKMPLVTAHVGISLDEASDLMHKHKIEKLPIVDKDNVLKGLITIKDIQKRIEYPEANKDDFGRLRVGAAIGVGQLDRAEMLVKAGVDVLVLDSAHGHSANILHTLEEIKKSLVVDVIVGNVVTKEATSDLISAGADAVKVGIGPGSICTTRIVAGVGMPQVSAIDNCVEVASKFDIPVIADGGIRYSGDVAKALALGASSVMIGSLLAGTEESPGDFMIYQGRQYKSYRGMGSIGAMTKGSSDRYFQEGVASEKLVPEGIEGRVPYRGKVSDMIFQLVGGVRSSMGYQGAKNILELYQNAEFVEITSAGLKESHVHGVDITKEAPNYYG. The pIC50 is 6.5. (7) The drug is CC1(c2ccccc2)OC(C(=O)O)=CC1=O. The target protein (P49019) has sequence MNRHHLQDHFLEIDKKNCCVFRDDFIAKVLPPVLGLEFIFGLLGNGLALWIFCFHLKSWKSSRIFLFNLAVADFLLIICLPFVMDYYVRRSDWKFGDIPCRLVLFMFAMNRQGSIIFLTVVAVDRYFRVVHPHHALNKISNWTAAIISCLLWGITVGLTVHLLKKKLLIQNGTANVCISFSICHTFRWHEAMFLLEFFLPLGIILFCSARIIWSLRQRQMDRHAKIKRAITFIMVVAIVFVICFLPSVVVRIHIFWLLHTSGTQNCEVYRSVDLAFFITLSFTYMNSMLDPVVYYFSSPSFPNFFSTLINRCLQRKITGEPDNNRSTSVELTGDPNKTRGAPEALIANSGEPWSPSYLGPTSNNHSKKGHCHQEPASLEKQLGCCIE. The pIC50 is 5.5.